This data is from Drug-target binding data from BindingDB using IC50 measurements. The task is: Regression. Given a target protein amino acid sequence and a drug SMILES string, predict the binding affinity score between them. We predict pIC50 (pIC50 = -log10(IC50 in M); higher means more potent). Dataset: bindingdb_ic50. (1) The small molecule is CC(=O)c1ccc(Nc2nc(Nc3ccc(Br)cc3)nc(Nc3ccc(Br)cc3)n2)cc1. The target protein sequence is MNEITSPEQYDLETTALKVPPHSIEAEQAVLGGLMLDNNAWERVSDSVSDGDFYRHDHRLIFRAIYKLAEANQPIDVVTLSEQLEKEGQLAQVGGLAYLGELAKNIPSVANIKAYAQIIRERATLRQLIGISNEIADSAFHPEGRGANEILDEAERKIFEVAEARPKTGGPVGISDILVKTIDRIDYLFNTTEALTGVSTGFTDLDEKTSGLQPADLIIVAGRPSMGKTTFAMNLVENAVMRTDKAVLVYSLEMPSDSIVMRMLSSLGRIDQTKVRSGKLDDEDWPRLTSAINLLNDKKLFIDDTAGISPSEMRARTRRLVREHGDLALIMIDYLQLMQIPGSSGDNRTNEISEISRSLKALAKEFNCPVIALSQLNRSLEQRPNKRPVNSDLRESGAIEQDADVIMFVYRDEVYHPETEFKGVAEIIIGKQRNGPIGTVRLAFIGKYTRFENLAAGMYNFEDE. The pIC50 is 5.2. (2) The drug is Cc1ccc(OC(=O)NC2CCCCC2)cc1-c1cccc(C(N)=O)c1. The target protein sequence is GRQKARGAATRARQKQRASLETMDKAVQRFRLQNPDLDSEALLTLPLLQLVQKLQSGELSPEAVFFTYLGKAWEVNKGTNCVTSYLTDCETQLSQAPRQGLLYGVPVSLKECFSYKGHDSTLGLSLNEGMPSESDCVVVQVLKLQGAVPFVHTNVPQSMLSFDCSNPLFGQTMNPWKSSKSPGGSSGGEGALIGSGGSPLGLGTDIGGSIRFPSAFCGICGLKPTGNRLSKSGLKGCVYGQTAVQLSLGPMARDVESLALCLKALLCEHLFTLDPTVPPLPFREEVYRSSRPLRVGYYETDNYTMPSPAMRRALIETKQRLEAAGHTLIPFLPNNIPYALEVLSAGGLFSDGGRSFLQNFKGDFVDPCLGDLILILRLPSWFKRLLSLLLKPLFPRLAAFLNSMRPRSAEKLWKLQHEIEMYRQSVIAQWKAMNLDVLLTPMLGPALDLNTPGRATGAISYTVLYNCLDFPAGVVPVTTVTAEDDAQMELYKGYFGDIWD.... The pIC50 is 7.2. (3) The compound is CCCCCCCCCCC#Cc1ccc([C@@H](O)[C@@H](N)CO)s1. The target protein (P09217) has sequence MPSRTDPKMDRSGGRVRLKAHYGGDILITSVDPTTTFQDLCEEVRDMCGLHQQHPLTLKWVDSEGDPCTVSSQMELEEAFRLACQGRDEVLIIHVFPSIPEQPGMPCPGEDKSIYRRGARRWRKLYRANGHLFQAKRFNRRAYCGQCSERIWGLARQGYRCINCKLLVHKRCHVLVPLTCRRHMDSVMPSQEPPVDDKNDGVDLPSEETDGIAYISSSRKHDNIKDDSEDLKPVIDGVDGIKISQGLGLQDFDLIRVIGRGSYAKVLLVRLKKNDQIYAMKVVKKELVHDDEDIDWVQTEKHVFEQASSNPFLVGLHSCFQTTSRLFLVIEYVNGGDLMFHMQRQRKLPEEHARFYAAEICIALNFLHERGIIYRDLKLDNVLLDADGHIKLTDYGMCKEGLGPGDTTSTFCGTPNYIAPEILRGEEYGFSVDWWALGVLMFEMMAGRSPFDIITDNPDMNTEDYLFQVILEKPIRIPRFLSVKASHVLKGFLNKDPKER.... The pIC50 is 5.5. (4) The small molecule is N#C/C(=C\c1ccc2cn[nH]c2c1)C(=O)N1CCCC1. The target protein sequence is MPSRAEDYEVLYTIGTGSYGRCQKIRRKSDGKILVWKELDYGSMTEAEKQMLVSEVNLLRELKHPNIVRYYDRIIDRTNTTLYIVMEYCEGGDLASVITKGTKERQYLDEEFVLRVMTQLTLALKECHRRSDGGHTVLHRDLKPANVFLDGKQNVKLGDFGLARILNHDTSFAKAFVGTPYYMSPEQMNRMSYNEKSDIWSLGCLLYELCALMPPFTAFSQKELAGKIREGKFRRIPYRYSDELNEIITRMLNLKDYHRPSVEEILENPLIADLVADEQRRNLERRGRQLGEPEKSQDSSPVLSELKLKEIQLQERERALKAREERLEQKEQELCVRERLAEDKLARAENLLKNYSLLKERKFLSLASNPELLNLPSSVIKKKVHFSGESKENIMRSENSESQLTSKSKCKDLKKRLHAAQLRAQALSDIEKNYQLKSRQILGMR. The pIC50 is 5.2. (5) The compound is CCCCCCCCN1CC(CCC(=O)O)c2c(C)cc(C)c(NC(=O)C(C)(C)C)c21. The target protein (P35610) has sequence MVGEEKMSLRNRLSKSRENPEEDEDQRNPAKESLETPSNGRIDIKQLIAKKIKLTAEAEELKPFFMKEVGSHFDDFVTNLIEKSASLDNGGCALTTFSVLEGEKNNHRAKDLRAPPEQGKIFIARRSLLDELLEVDHIRTIYHMFIALLILFILSTLVVDYIDEGRLVLEFSLLSYAFGKFPTVVWTWWIMFLSTFSVPYFLFQHWATGYSKSSHPLIRSLFHGFLFMIFQIGVLGFGPTYVVLAYTLPPASRFIIIFEQIRFVMKAHSFVRENVPRVLNSAKEKSSTVPIPTVNQYLYFLFAPTLIYRDSYPRNPTVRWGYVAMKFAQVFGCFFYVYYIFERLCAPLFRNIKQEPFSARVLVLCVFNSILPGVLILFLTFFAFLHCWLNAFAEMLRFGDRMFYKDWWNSTSYSNYYRTWNVVVHDWLYYYAYKDFLWFFSKRFKSAAMLAVFAVSAVVHEYALAVCLSFFYPVLFVLFMFFGMAFNFIVNDSRKKPIWN.... The pIC50 is 5.4. (6) The small molecule is Cc1nc(N)c2ncn([C@@H]3O[C@H](COP(=O)(O)O[C@@H]4[C@H](O)[C@@H](COP(=O)(O)O[C@@H]5[C@H](O)[C@@H](COP(=O)(O)O)O[C@H]5n5cnc6c(N)ncnc65)O[C@H]4n4cnc5c(N)ncnc54)[C@@H](O)[C@H]3O)c2n1. The target protein (Q05823) has sequence MESRDHNNPQEGPTSSSGRRAAVEDNHLLIKAVQNEDVDLVQQLLEGGANVNFQEEEGGWTPLHNAVQMSREDIVELLLRHGADPVLRKKNGATPFILAAIAGSVKLLKLFLSKGADVNECDFYGFTAFMEAAVYGKVKALKFLYKRGANVNLRRKTKEDQERLRKGGATALMDAAEKGHVEVLKILLDEMGADVNACDNMGRNALIHALLSSDDSDVEAITHLLLDHGADVNVRGERGKTPLILAVEKKHLGLVQRLLEQEHIEINDTDSDGKTALLLAVELKLKKIAELLCKRGASTDCGDLVMTARRNYDHSLVKVLLSHGAKEDFHPPAEDWKPQSSHWGAALKDLHRIYRPMIGKLKFFIDEKYKIADTSEGGIYLGFYEKQEVAVKTFCEGSPRAQREVSCLQSSRENSHLVTFYGSESHRGHLFVCVTLCEQTLEACLDVHRGEDVENEEDEFARNVLSSIFKAVQELHLSCGYTHQDLQPQNILIDSKKAAH.... The pIC50 is 8.6.